From a dataset of Catalyst prediction with 721,799 reactions and 888 catalyst types from USPTO. Predict which catalyst facilitates the given reaction. (1) Reactant: [NH2:1][C:2]1[C:7]([F:8])=[C:6]([C:9]2[CH:14]=[C:13]([F:15])[C:12]([Si](C)(C)C)=[CH:11][C:10]=2[F:20])[N:5]=[C:4]([C:21]([O:23][CH3:24])=[O:22])[C:3]=1[Cl:25].[I:26]Cl.[O-]S([O-])=O.[Na+].[Na+]. Product: [NH2:1][C:2]1[C:7]([F:8])=[C:6]([C:9]2[CH:14]=[C:13]([F:15])[C:12]([I:26])=[CH:11][C:10]=2[F:20])[N:5]=[C:4]([C:21]([O:23][CH3:24])=[O:22])[C:3]=1[Cl:25]. The catalyst class is: 2. (2) Reactant: [CH3:1][O:2][C:3]1[CH:10]=[C:9]([CH3:11])[CH:8]=[CH:7][C:4]=1[CH:5]=[O:6].[CH3:12][CH2:13][Mg+].[Br-].[Cl-].[NH4+]. Product: [CH3:1][O:2][C:3]1[CH:10]=[C:9]([CH3:11])[CH:8]=[CH:7][C:4]=1[CH:5]([OH:6])[CH2:12][CH3:13]. The catalyst class is: 27. (3) Reactant: [CH2:1]([NH2:7])[CH2:2][O:3][CH2:4][CH2:5][OH:6].[CH:8](=O)[C:9]1[CH:14]=[CH:13][CH:12]=[CH:11][CH:10]=1. Product: [CH2:1]([NH2:7])[CH2:2][O:3][CH2:4][CH2:5][OH:6].[CH:8](=[NH:7])[C:9]1[CH:14]=[CH:13][CH:12]=[CH:11][CH:10]=1. The catalyst class is: 6. (4) Reactant: [Br:1]N1C(=O)CCC1=O.[CH3:9][S:10][C:11]1[CH:12]=[CH:13][C:14]2[N:15]([N:21]=[C:22]([C:24]3[CH:29]=[CH:28][CH:27]=[CH:26][CH:25]=3)[CH:23]=2)[C:16]=1[Si:17]([CH3:20])([CH3:19])[CH3:18].C(=O)(O)[O-].[Na+]. Product: [Br:1][C:23]1[C:22]([C:24]2[CH:29]=[CH:28][CH:27]=[CH:26][CH:25]=2)=[N:21][N:15]2[C:16]([Si:17]([CH3:20])([CH3:19])[CH3:18])=[C:11]([S:10][CH3:9])[CH:12]=[CH:13][C:14]=12. The catalyst class is: 10. (5) Reactant: [Cl:1][CH2:2][C:3]([C:15]1[CH:20]=[CH:19][C:18]([F:21])=[CH:17][C:16]=1[F:22])([OH:14])[CH:4]([O:6][Si](C(C)(C)C)(C)C)[CH3:5].[F-].[K+].O.C(OCC)(=O)C. Product: [Cl:1][CH2:2][C:3]([C:15]1[CH:20]=[CH:19][C:18]([F:21])=[CH:17][C:16]=1[F:22])([OH:14])[CH:4]([OH:6])[CH3:5]. The catalyst class is: 5. (6) Reactant: CS(O)(=O)=O.O=P12OP3(OP(OP(O3)(O1)=O)(=O)O2)=O.[Cl:20][C:21]1[CH:41]=[CH:40][C:24]([C:25]([C:27]2[CH:32]=[CH:31][C:30]([NH:33][C:34](=[O:39])[CH2:35][C:36]([OH:38])=O)=[CH:29][CH:28]=2)=[O:26])=[CH:23][CH:22]=1. Product: [Cl:20][C:21]1[CH:22]=[CH:23][C:24]([C:25]([C:27]2[CH:28]=[C:29]3[C:30](=[CH:31][CH:32]=2)[NH:33][C:34](=[O:39])[CH:35]=[C:36]3[OH:38])=[O:26])=[CH:40][CH:41]=1. The catalyst class is: 21. (7) Reactant: [CH2:1]([C@@H:3]1[CH2:8][CH2:7][C@H:6]([O:9][C:10]2[C:11]([C:34]([F:37])([F:36])[F:35])=[C:12]3[C:17](=[CH:18][CH:19]=2)[N:16]=[C:15]([NH:20][CH:21]2[CH:26]4[CH2:27][CH2:28][CH2:29][CH:22]2[CH2:23][CH:24]([C:30]([O:32]C)=[O:31])[CH2:25]4)[CH:14]=[CH:13]3)[CH2:5][CH2:4]1)[CH3:2].[OH-].[Na+].O.Cl. Product: [CH2:1]([C@@H:3]1[CH2:4][CH2:5][C@H:6]([O:9][C:10]2[C:11]([C:34]([F:37])([F:35])[F:36])=[C:12]3[C:17](=[CH:18][CH:19]=2)[N:16]=[C:15]([NH:20][CH:21]2[CH:22]4[CH2:29][CH2:28][CH2:27][CH:26]2[CH2:25][CH:24]([C:30]([OH:32])=[O:31])[CH2:23]4)[CH:14]=[CH:13]3)[CH2:7][CH2:8]1)[CH3:2]. The catalyst class is: 5. (8) Reactant: [F:1][C:2]1[N:7]=[C:6]([C:8]2[C:16]3[C:11](=[CH:12][N:13]=[C:14]([C:17]4[CH:18]=[N:19][N:20]([CH2:22][C:23]([O:25]CC)=[O:24])[CH:21]=4)[CH:15]=3)[N:10]([CH:28]3[CH2:33][CH2:32][CH2:31][CH2:30][O:29]3)[N:9]=2)[CH:5]=[CH:4][CH:3]=1.[OH-].[Li+]. Product: [F:1][C:2]1[N:7]=[C:6]([C:8]2[C:16]3[C:11](=[CH:12][N:13]=[C:14]([C:17]4[CH:18]=[N:19][N:20]([CH2:22][C:23]([OH:25])=[O:24])[CH:21]=4)[CH:15]=3)[N:10]([CH:28]3[CH2:33][CH2:32][CH2:31][CH2:30][O:29]3)[N:9]=2)[CH:5]=[CH:4][CH:3]=1. The catalyst class is: 111. (9) Reactant: [CH2:1]([N:3]([CH2:14][CH3:15])[S:4]([C:7]1[CH:11]=[CH:10][S:9][C:8]=1[CH2:12]O)(=[O:6])=[O:5])[CH3:2].C(N(CC)CC)C.CS([Cl:27])(=O)=O.O. Product: [Cl:27][CH2:12][C:8]1[S:9][CH:10]=[CH:11][C:7]=1[S:4](=[O:6])(=[O:5])[N:3]([CH2:14][CH3:15])[CH2:1][CH3:2]. The catalyst class is: 22.